Predict the product of the given reaction. From a dataset of Forward reaction prediction with 1.9M reactions from USPTO patents (1976-2016). (1) Given the reactants Br[C:2]1[CH:10]=[C:9]2[C:5]([CH:6]=[CH:7][N:8]2[CH2:11][CH2:12][CH2:13][N:14]([CH3:16])[CH3:15])=[CH:4][CH:3]=1.B1([C:23]2[CH:28]=[CH:27][CH:26]=[N:25][CH:24]=2)OCCCO1, predict the reaction product. The product is: [CH3:15][N:14]([CH2:13][CH2:12][CH2:11][N:8]1[C:9]2[C:5](=[CH:4][CH:3]=[C:2]([C:23]3[CH:24]=[N:25][CH:26]=[CH:27][CH:28]=3)[CH:10]=2)[CH:6]=[CH:7]1)[CH3:16]. (2) The product is: [F:14][C:11]1[CH:12]=[CH:13][C:8]([C:5]2[N:4]=[C:3]([CH:15]=[CH2:16])[O:7][N:6]=2)=[CH:9][CH:10]=1. Given the reactants [Br-].Cl[C:3]1[O:7][N:6]=[C:5]([C:8]2[CH:13]=[CH:12][C:11]([F:14])=[CH:10][CH:9]=2)[N:4]=1.[CH2:15]1COC[CH2:16]1, predict the reaction product. (3) Given the reactants Cl.[OH:2][C:3]1[C:4]([O:27][CH3:28])=[C:5]([C:10](=[O:26])[CH2:11][NH:12][C:13]([CH3:25])([CH3:24])[CH2:14][C:15]2[C:20]([CH3:21])=[CH:19][C:18]([CH3:22])=[CH:17][C:16]=2[CH3:23])[CH:6]=[CH:7][C:8]=1[OH:9], predict the reaction product. The product is: [CH3:25][C:13]([NH:12][CH2:11][CH:10]([C:5]1[C:4]([O:27][CH3:28])=[C:3]([OH:2])[C:8]([OH:9])=[CH:7][CH:6]=1)[OH:26])([CH3:24])[CH2:14][C:15]1[C:20]([CH3:21])=[CH:19][C:18]([CH3:22])=[CH:17][C:16]=1[CH3:23]. (4) Given the reactants [H-].[H-].[H-].[H-].[Li+].[Al+3].N#N.[N:9]1([CH:15]([CH3:20])[C:16](OC)=[O:17])[CH2:14][CH2:13][O:12][CH2:11][CH2:10]1.[OH-].[Na+], predict the reaction product. The product is: [N:9]1([CH:15]([CH3:20])[CH2:16][OH:17])[CH2:14][CH2:13][O:12][CH2:11][CH2:10]1. (5) Given the reactants [Cl:1][C:2]1[N:3]=[C:4]([O:10][CH3:11])[C:5]([NH2:9])=[N:6][C:7]=1[Cl:8].[Cl:12][C:13]1[CH:14]=[C:15]([S:19](Cl)(=[O:21])=[O:20])[CH:16]=[CH:17][CH:18]=1, predict the reaction product. The product is: [Cl:12][C:13]1[CH:14]=[C:15]([S:19]([NH:9][C:5]2[C:4]([O:10][CH3:11])=[N:3][C:2]([Cl:1])=[C:7]([Cl:8])[N:6]=2)(=[O:21])=[O:20])[CH:16]=[CH:17][CH:18]=1. (6) Given the reactants [Cl:1][C:2]1[CH:7]=[CH:6][CH:5]=[C:4]([Cl:8])[C:3]=1[C@@H:9]([NH2:11])[CH3:10].C([O:16][C:17]([C:19]1[CH:24]=[CH:23][CH:22]=[CH:21][C:20]=1[C:25]1[CH:30]=[CH:29][C:28]([CH2:31][N:32]2[C:40]3[C:35](=[CH:36][C:37]([C:41](O)=[O:42])=[CH:38][CH:39]=3)[C:34]([CH3:44])=[C:33]2[CH3:45])=[CH:27][CH:26]=1)=[O:18])(C)(C)C, predict the reaction product. The product is: [Cl:1][C:2]1[CH:7]=[CH:6][CH:5]=[C:4]([Cl:8])[C:3]=1[C@@H:9]([NH:11][C:41]([C:37]1[CH:36]=[C:35]2[C:40](=[CH:39][CH:38]=1)[N:32]([CH2:31][C:28]1[CH:27]=[CH:26][C:25]([C:20]3[C:19]([C:17]([OH:18])=[O:16])=[CH:24][CH:23]=[CH:22][CH:21]=3)=[CH:30][CH:29]=1)[C:33]([CH3:45])=[C:34]2[CH3:44])=[O:42])[CH3:10]. (7) Given the reactants [NH2:1][C:2]1[CH:3]=[C:4]2[C:8](=[CH:9][C:10]=1[N+:11]([O-:13])=[O:12])[C:7](=[O:14])[NH:6][C:5]2=[O:15].N[CH2:17][C@@H:18]([OH:21])[CH2:19][OH:20].N1C=CN=C1, predict the reaction product. The product is: [NH2:1][C:2]1[CH:3]=[C:4]2[C:8](=[CH:9][C:10]=1[N+:11]([O-:13])=[O:12])[C:7](=[O:14])[N:6]([CH2:17][C@@H:18]([OH:21])[CH2:19][OH:20])[C:5]2=[O:15].